The task is: Predict the product of the given reaction.. This data is from Forward reaction prediction with 1.9M reactions from USPTO patents (1976-2016). Given the reactants [CH3:1][C:2]1[C:7]([CH:8]([CH2:13][CH2:14][CH3:15])[C:9]([O:11]C)=[O:10])=[C:6]([C:16]2[CH:21]=[CH:20][C:19]([CH3:22])=[CH:18][CH:17]=2)[N:5]=[C:4]([C:23]2[CH:28]=[CH:27][C:26]([CH3:29])=[CH:25][CH:24]=2)[N:3]=1.[OH-].[Na+], predict the reaction product. The product is: [CH3:1][C:2]1[C:7]([CH:8]([CH2:13][CH2:14][CH3:15])[C:9]([OH:11])=[O:10])=[C:6]([C:16]2[CH:21]=[CH:20][C:19]([CH3:22])=[CH:18][CH:17]=2)[N:5]=[C:4]([C:23]2[CH:24]=[CH:25][C:26]([CH3:29])=[CH:27][CH:28]=2)[N:3]=1.